This data is from Peptide-MHC class I binding affinity with 185,985 pairs from IEDB/IMGT. The task is: Regression. Given a peptide amino acid sequence and an MHC pseudo amino acid sequence, predict their binding affinity value. This is MHC class I binding data. (1) The peptide sequence is LQPFLQPQL. The MHC is HLA-A02:01 with pseudo-sequence HLA-A02:01. The binding affinity (normalized) is 0.207. (2) The peptide sequence is TVYPKTHYV. The MHC is HLA-C07:01 with pseudo-sequence HLA-C07:01. The binding affinity (normalized) is 0.669. (3) The peptide sequence is KALKINWYK. The MHC is HLA-A11:01 with pseudo-sequence HLA-A11:01. The binding affinity (normalized) is 0.593.